This data is from Reaction yield outcomes from USPTO patents with 853,638 reactions. The task is: Predict the reaction yield, written as a fraction of the theoretical maximum amount of product (1.0 means a 100% yield; for example, 0.34 means a 34% yield). (1) The reactants are [ClH:1].Br[CH:3]1[CH:8]2[N:9](C(OC(C)(C)C)=O)[CH:5]([CH2:6][CH2:7]2)[CH:4]1[C:17]([O:19][CH2:20][CH3:21])=[O:18].C(OCC)(=O)C.CCCCCC. The catalyst is O1CCOCC1. The product is [ClH:1].[CH:5]12[NH:9][CH:8]([CH2:7][CH2:6]1)[CH2:3][CH:4]2[C:17]([O:19][CH2:20][CH3:21])=[O:18]. The yield is 0.960. (2) The reactants are [CH3:1][O:2][C:3]1[CH:4]=[CH:5][CH:6]=[C:7]2[C:11]=1[CH:10]([N:12]1[C:17]3[N:18]=[C:19]([S:22][CH3:23])[N:20]=[CH:21][C:16]=3[CH:15]=[CH:14][C:13]1=[O:24])[CH2:9][CH2:8]2.ClC1C=CC=C(C(OO)=[O:33])C=1. The catalyst is ClCCl. The product is [CH3:1][O:2][C:3]1[CH:4]=[CH:5][CH:6]=[C:7]2[C:11]=1[CH:10]([N:12]1[C:17]3[N:18]=[C:19]([S:22]([CH3:23])=[O:33])[N:20]=[CH:21][C:16]=3[CH:15]=[CH:14][C:13]1=[O:24])[CH2:9][CH2:8]2. The yield is 0.870. (3) The reactants are [CH3:1][O:2][C:3](=[O:31])[C:4]([C:16]1[CH:21]=[CH:20][C:19]([O:22][C:23]2[CH:28]=[CH:27][C:26]([CH:29]=O)=[CH:25][CH:24]=2)=[CH:18][CH:17]=1)=[CH:5][C:6]1[CH:11]=[C:10]([O:12][CH3:13])[CH:9]=[C:8]([O:14][CH3:15])[CH:7]=1.[S:32]1[CH2:36][C:35](=[O:37])[NH:34][C:33]1=[O:38].C(O)(=O)C1C=CC=CC=1.N1CCCCC1. The catalyst is C1(C)C=CC=CC=1.CO.C(OCC)C. The product is [CH3:1][O:2][C:3](=[O:31])[C:4]([C:16]1[CH:21]=[CH:20][C:19]([O:22][C:23]2[CH:28]=[CH:27][C:26]([CH:29]=[C:36]3[S:32][C:33](=[O:38])[NH:34][C:35]3=[O:37])=[CH:25][CH:24]=2)=[CH:18][CH:17]=1)=[CH:5][C:6]1[CH:7]=[C:8]([O:14][CH3:15])[CH:9]=[C:10]([O:12][CH3:13])[CH:11]=1. The yield is 0.860. (4) The reactants are Br[C:2]1[CH:3]=[N:4][CH:5]=[C:6]([CH3:9])[C:7]=1[NH2:8].[N:10]1[CH:15]=[CH:14]C(B(O)O)=[CH:12][CH:11]=1.[C:19]([O-])([O-])=O.[K+].[K+]. The catalyst is O.O1CCOCC1.CCOC(C)=O.C1C=CC(P(C2C=CC=CC=2)[C-]2C=CC=C2)=CC=1.C1C=CC(P(C2C=CC=CC=2)[C-]2C=CC=C2)=CC=1.Cl[Pd]Cl.[Fe+2]. The product is [CH3:19][C:2]1[C:7]([NH2:8])=[C:6]([C:9]2[CH:14]=[CH:15][N:10]=[CH:11][CH:12]=2)[CH:5]=[N:4][CH:3]=1. The yield is 0.560. (5) The yield is 0.860. The product is [Cl:3][C:13]1[C:14]2[C:9](=[C:8]([N+:18]([O-:20])=[O:19])[C:7]([CH3:6])=[CH:16][CH:15]=2)[CH:10]=[CH:11][N:12]=1. The reactants are P(Cl)(Cl)([Cl:3])=O.[CH3:6][C:7]1[C:8]([N+:18]([O-:20])=[O:19])=[C:9]2[C:14](=[CH:15][CH:16]=1)[CH:13]=[N+:12]([O-])[CH:11]=[CH:10]2. The catalyst is ClCCCl. (6) The reactants are [NH2:1][C:2]([NH:4][C:5]1[CH:9]=[CH:8][S:7][C:6]=1[C:10]([O:12]C)=O)=[O:3].[OH-].[Na+].S(=O)(=O)(O)O. The catalyst is CO.O. The product is [NH:4]1[C:5]2[CH:9]=[CH:8][S:7][C:6]=2[C:10](=[O:12])[NH:1][C:2]1=[O:3]. The yield is 0.660. (7) The reactants are [C:1]1([CH3:17])[CH:6]=[CH:5][C:4]([C:7]2[O:8][C:9]3[CH:15]=[CH:14][C:13]([NH2:16])=[CH:12][C:10]=3[N:11]=2)=[CH:3][CH:2]=1.C(O)(=O)C.[CH:22](=O)[C:23]1[CH:28]=[CH:27][N:26]=[CH:25][CH:24]=1.C(O[BH-](OC(=O)C)OC(=O)C)(=O)C.[Na+]. The catalyst is ClCCCl.ClCCl. The product is [N:26]1[CH:27]=[CH:28][C:23]([CH2:22][NH:16][C:13]2[CH:14]=[CH:15][C:9]3[O:8][C:7]([C:4]4[CH:3]=[CH:2][C:1]([CH3:17])=[CH:6][CH:5]=4)=[N:11][C:10]=3[CH:12]=2)=[CH:24][CH:25]=1. The yield is 0.470. (8) No catalyst specified. The reactants are C[O:2][C:3](=[O:37])[C:4]([NH:7][C:8](=[O:36])[C:9]1[CH:14]=[CH:13][C:12]([C:15]([CH2:33][CH3:34])([C:18]2[CH:23]=[CH:22][C:21]([C:24]#[C:25][C:26]([CH2:30][CH3:31])([OH:29])[CH2:27][CH3:28])=[C:20]([CH3:32])[CH:19]=2)[CH2:16][CH3:17])=[CH:11][C:10]=1[CH3:35])([CH3:6])[CH3:5].[OH-].[Li+]. The yield is 0.990. The product is [CH2:16]([C:15]([C:12]1[CH:13]=[CH:14][C:9]([C:8]([NH:7][C:4]([CH3:5])([CH3:6])[C:3]([OH:37])=[O:2])=[O:36])=[C:10]([CH3:35])[CH:11]=1)([C:18]1[CH:23]=[CH:22][C:21]([C:24]#[C:25][C:26]([CH2:27][CH3:28])([OH:29])[CH2:30][CH3:31])=[C:20]([CH3:32])[CH:19]=1)[CH2:33][CH3:34])[CH3:17]. (9) The reactants are C(OC([NH:8][C:9]1[CH:14]=[CH:13][C:12]([C:15]2[CH:20]=[CH:19][C:18]([C:21]3[N:22]([CH2:34][C:35]4[CH:43]=[CH:42][C:38]([C:39]([OH:41])=[O:40])=[CH:37][CH:36]=4)[CH:23]=[C:24]([C:26]4[CH:31]=[CH:30][C:29]([Cl:32])=[CH:28][C:27]=4[Cl:33])[N:25]=3)=[CH:17][CH:16]=2)=[CH:11][C:10]=1[O:44][CH3:45])=O)(C)(C)C.Cl. No catalyst specified. The product is [NH2:8][C:9]1[CH:14]=[CH:13][C:12]([C:15]2[CH:16]=[CH:17][C:18]([C:21]3[N:22]([CH2:34][C:35]4[CH:43]=[CH:42][C:38]([C:39]([OH:41])=[O:40])=[CH:37][CH:36]=4)[CH:23]=[C:24]([C:26]4[CH:31]=[CH:30][C:29]([Cl:32])=[CH:28][C:27]=4[Cl:33])[N:25]=3)=[CH:19][CH:20]=2)=[CH:11][C:10]=1[O:44][CH3:45]. The yield is 0.770. (10) The reactants are [C:1]([C:3]1[C:12]2[C:7](=[CH:8][CH:9]=[CH:10][CH:11]=2)[C:6](F)=[CH:5][CH:4]=1)#[N:2].[CH3:14][O:15][C:16]1[CH:17]=[C:18]2[C:23](=[CH:24][CH:25]=1)[CH2:22][NH:21][CH2:20][CH2:19]2. No catalyst specified. The product is [CH3:14][O:15][C:16]1[CH:17]=[C:18]2[C:23](=[CH:24][CH:25]=1)[CH2:22][N:21]([C:6]1[C:7]3[C:12](=[CH:11][CH:10]=[CH:9][CH:8]=3)[C:3]([C:1]#[N:2])=[CH:4][CH:5]=1)[CH2:20][CH2:19]2. The yield is 0.190.